This data is from Reaction yield outcomes from USPTO patents with 853,638 reactions. The task is: Predict the reaction yield, written as a fraction of the theoretical maximum amount of product (1.0 means a 100% yield; for example, 0.34 means a 34% yield). The reactants are [CH3:1][S:2]([CH2:5][C:6]1[CH:12]=[CH:11][C:9]([NH2:10])=[CH:8][CH:7]=1)(=[O:4])=[O:3].[I:13]N1C(=O)CCC1=O. The catalyst is CN(C)C=O. The product is [I:13][C:11]1[CH:12]=[C:6]([CH2:5][S:2]([CH3:1])(=[O:3])=[O:4])[CH:7]=[CH:8][C:9]=1[NH2:10]. The yield is 0.830.